Dataset: Tox21: 12 toxicity assays (nuclear receptors and stress response pathways). Task: Binary classification across 12 toxicity assays. (1) The drug is O=C(CCCCCCC(=O)Nc1ccccc1)NO. It tested positive (active) for: SR-ATAD5 (ATAD5 genotoxicity (DNA damage)), and SR-p53 (p53 tumor suppressor activation). (2) The compound is O=C1c2ccccc2C(=O)c2ccccc21. It tested positive (active) for: SR-MMP (Mitochondrial Membrane Potential disruption). (3) The compound is CCCC[n+]1cccc(C)c1.O=S(=O)([O-])C(F)(F)F. It tested positive (active) for: NR-ER (Estrogen Receptor agonist activity). (4) The compound is O=P([O-])([O-])OC[C@@]1(O)O[C@H](COP(=O)([O-])O)[C@@H](O)[C@@H]1O. It tested positive (active) for: NR-ER (Estrogen Receptor agonist activity). (5) The drug is C=CC(=O)O[Sn](CCCC)(CCCC)CCCC. It tested positive (active) for: NR-PPAR-gamma (PPAR-gamma nuclear receptor agonist), SR-ARE (Antioxidant Response Element (oxidative stress)), SR-HSE (Heat Shock Element response), and SR-MMP (Mitochondrial Membrane Potential disruption). (6) The molecule is O=[N+]([O-])c1cc(C2CCCCC2)c(O)c([N+](=O)[O-])c1. It tested positive (active) for: SR-MMP (Mitochondrial Membrane Potential disruption). (7) The molecule is C=CCc1ccc(OC)c(OC)c1. It tested positive (active) for: NR-ER (Estrogen Receptor agonist activity). (8) It tested positive (active) for: NR-ER (Estrogen Receptor agonist activity). The molecule is SCc1ccccc1.